This data is from Forward reaction prediction with 1.9M reactions from USPTO patents (1976-2016). The task is: Predict the product of the given reaction. (1) Given the reactants [CH3:1][C:2]1[C:3]([O:11][CH2:12][C:13]([F:16])([F:15])[F:14])=[N:4][CH:5]=[C:6]([CH:10]=1)[C:7]([OH:9])=[O:8].IC.[C:19](=O)([O-])[O-].[K+].[K+].O, predict the reaction product. The product is: [CH3:1][C:2]1[C:3]([O:11][CH2:12][C:13]([F:16])([F:14])[F:15])=[N:4][CH:5]=[C:6]([CH:10]=1)[C:7]([O:9][CH3:19])=[O:8]. (2) The product is: [CH:1]1([N:6]2[CH2:12][C:11]([F:14])([F:13])[C:10](=[O:15])[N:9]([CH3:16])[C:8]3[CH:17]=[N:18][C:19]([NH:21][C:22]4[CH:30]=[CH:29][C:25]([C:26]([NH:40][CH2:39][C:38]5[CH:37]=[CH:36][C:35]([C:34]([F:33])([F:43])[F:44])=[CH:42][CH:41]=5)=[O:27])=[CH:24][C:23]=4[O:31][CH3:32])=[N:20][C:7]2=3)[CH2:2][CH2:3][CH2:4][CH2:5]1. Given the reactants [CH:1]1([N:6]2[CH2:12][C:11]([F:14])([F:13])[C:10](=[O:15])[N:9]([CH3:16])[C:8]3[CH:17]=[N:18][C:19]([NH:21][C:22]4[CH:30]=[CH:29][C:25]([C:26](O)=[O:27])=[CH:24][C:23]=4[O:31][CH3:32])=[N:20][C:7]2=3)[CH2:5][CH2:4][CH2:3][CH2:2]1.[F:33][C:34]([F:44])([F:43])[C:35]1[CH:42]=[CH:41][C:38]([CH2:39][NH2:40])=[CH:37][CH:36]=1.F[P-](F)(F)(F)(F)F.CN(C(N(C)C)=[N+]1C2C(=NC=CC=2)[N+]([O-])=N1)C.C(N(C(C)C)CC)(C)C, predict the reaction product. (3) The product is: [N:37]1([CH2:44][CH2:45][O:1][C:2]2[CH:36]=[CH:35][C:5]([CH2:6][CH2:8][NH:9][C:10]3[CH:15]=[C:14]([O:16][CH3:17])[CH:13]=[CH:12][C:11]=3[CH:18]3[CH2:27][CH2:26][C:25]4[CH:24]=[C:23]([OH:28])[CH:22]=[CH:21][C:20]=4[CH2:19]3)=[CH:4][CH:3]=2)[CH2:43][CH2:42][CH2:41][CH2:40][CH2:39][CH2:38]1. Given the reactants [OH:1][C:2]1[CH:36]=[CH:35][C:5]([C:6]([CH2:8][NH:9][C:10]2[CH:15]=[C:14]([O:16][CH3:17])[CH:13]=[CH:12][C:11]=2[CH:18]2[CH2:27][CH2:26][C:25]3[CH:24]=[C:23]([O:28]C(=O)C(C)(C)C)[CH:22]=[CH:21][C:20]=3[CH2:19]2)=O)=[CH:4][CH:3]=1.[N:37]1([C:44](=O)[CH2:45]Cl)[CH2:43][CH2:42][CH2:41][CH2:40][CH2:39][CH2:38]1, predict the reaction product. (4) Given the reactants [CH:1]([C:4]1[CH:9]=[CH:8][CH:7]=[C:6]([CH:10]([CH3:12])[CH3:11])[C:5]=1[NH:13][C:14]1[CH:19]=[CH:18][C:17]([C:20]2[CH:25]=[CH:24][CH:23]=[CH:22][CH:21]=2)=[CH:16][C:15]=1[N+:26]([O-])=O)([CH3:3])[CH3:2].C(O)C, predict the reaction product. The product is: [CH:1]([C:4]1[CH:9]=[CH:8][CH:7]=[C:6]([CH:10]([CH3:12])[CH3:11])[C:5]=1[NH:13][C:14]1[CH:19]=[CH:18][C:17]([C:20]2[CH:21]=[CH:22][CH:23]=[CH:24][CH:25]=2)=[CH:16][C:15]=1[NH2:26])([CH3:2])[CH3:3]. (5) Given the reactants [Si:1]([O:8][CH2:9][C@H:10]1[O:14][C@@H:13]([N:15]2[CH:22]=[CH:21][C:19]([NH2:20])=[N:18][C:16]2=[O:17])[C@H:12]([OH:23])[C@:11]1([C:25]#[CH:26])[OH:24])([C:4]([CH3:7])([CH3:6])[CH3:5])([CH3:3])[CH3:2].[C:27](O[C:27]([O:29][C:30]([CH3:33])([CH3:32])[CH3:31])=[O:28])([O:29][C:30]([CH3:33])([CH3:32])[CH3:31])=[O:28], predict the reaction product. The product is: [Si:1]([O:8][CH2:9][C@H:10]1[O:14][C@@H:13]([N:15]2[CH:22]=[CH:21][C:19]([NH:20][C:27]([O:29][C:30]([CH3:33])([CH3:32])[CH3:31])=[O:28])=[N:18][C:16]2=[O:17])[C@H:12]([OH:23])[C@:11]1([C:25]#[CH:26])[OH:24])([C:4]([CH3:7])([CH3:6])[CH3:5])([CH3:2])[CH3:3]. (6) Given the reactants I[C:2]1[CH:16]=[CH:15][C:5]([CH2:6][N:7]2[CH2:12][CH2:11][C:10]([CH3:14])([OH:13])[CH2:9][CH2:8]2)=[CH:4][CH:3]=1.[Cl:17][C:18]1[CH:23]=[CH:22][C:21]([C:24]2[CH:29]=[CH:28][C:27]([NH:30][C:31](=[O:34])[C:32]#[CH:33])=[CH:26][CH:25]=2)=[CH:20][CH:19]=1, predict the reaction product. The product is: [Cl:17][C:18]1[CH:19]=[CH:20][C:21]([C:24]2[CH:29]=[CH:28][C:27]([NH:30][C:31](=[O:34])[C:32]#[C:33][C:2]3[CH:16]=[CH:15][C:5]([CH2:6][N:7]4[CH2:12][CH2:11][C:10]([OH:13])([CH3:14])[CH2:9][CH2:8]4)=[CH:4][CH:3]=3)=[CH:26][CH:25]=2)=[CH:22][CH:23]=1.